From a dataset of Forward reaction prediction with 1.9M reactions from USPTO patents (1976-2016). Predict the product of the given reaction. Given the reactants [C:1](Cl)(=O)C.[OH:5][C:6]1[CH:7]=[C:8]([CH:12]=[C:13]([CH3:15])[CH:14]=1)[C:9]([OH:11])=[O:10].C(Cl)(=O)C.CO, predict the reaction product. The product is: [OH:5][C:6]1[CH:7]=[C:8]([CH:12]=[C:13]([CH3:15])[CH:14]=1)[C:9]([O:11][CH3:1])=[O:10].